This data is from Reaction yield outcomes from USPTO patents with 853,638 reactions. The task is: Predict the reaction yield, written as a fraction of the theoretical maximum amount of product (1.0 means a 100% yield; for example, 0.34 means a 34% yield). (1) The reactants are [N+:1]([C:4]1[CH:12]=[C:11]([C:13]([F:16])([F:15])[F:14])[CH:10]=[CH:9][C:5]=1[C:6]([NH2:8])=[S:7])([O-:3])=[O:2].Br[CH2:18][C:19](=O)[CH:20]([CH3:22])[CH3:21]. The catalyst is O1CCOCC1. The product is [CH:20]([C:19]1[N:8]=[C:6]([C:5]2[CH:9]=[CH:10][C:11]([C:13]([F:16])([F:14])[F:15])=[CH:12][C:4]=2[N+:1]([O-:3])=[O:2])[S:7][CH:18]=1)([CH3:22])[CH3:21]. The yield is 0.900. (2) The reactants are [CH3:1][C:2]1[O:6][N:5]=[C:4]([C:7]2[CH:12]=[CH:11][CH:10]=[CH:9][CH:8]=2)[C:3]=1[CH2:13][OH:14].Cl[C:16]1[N:21]=[C:20]([C:22]#[N:23])[CH:19]=[CH:18][CH:17]=1.[H-].[Na+].C1OCCOCCOCCOCCOCCOC1. The catalyst is C1(C)C=CC=CC=1.C(OCC)(=O)C. The product is [CH3:1][C:2]1[O:6][N:5]=[C:4]([C:7]2[CH:12]=[CH:11][CH:10]=[CH:9][CH:8]=2)[C:3]=1[CH2:13][O:14][C:16]1[N:21]=[C:20]([C:22]#[N:23])[CH:19]=[CH:18][CH:17]=1. The yield is 0.240. (3) The reactants are [Cl:1][C:2]1[C:3]([C:23]2[N:27]3[CH:28]=[CH:29][CH:30]=[CH:31][C:26]3=[N:25][CH:24]=2)=[N:4][C:5]([NH:8][C:9]2[CH:14]=[CH:13][C:12]([N:15]3[CH2:20][CH2:19][NH:18][CH2:17][CH2:16]3)=[CH:11][C:10]=2[O:21][CH3:22])=[N:6][CH:7]=1.C(OC([N:39]1[CH2:43][CH2:42][CH2:41][C@H:40]1[C:44](O)=[O:45])=O)(C)(C)C.C(N(CC)C(C)C)(C)C.FC(F)(F)C(O)=O. The catalyst is ClCCl. The product is [Cl:1][C:2]1[C:3]([C:23]2[N:27]3[CH:28]=[CH:29][CH:30]=[CH:31][C:26]3=[N:25][CH:24]=2)=[N:4][C:5]([NH:8][C:9]2[CH:14]=[CH:13][C:12]([N:15]3[CH2:16][CH2:17][N:18]([C:44]([C@@H:40]4[CH2:41][CH2:42][CH2:43][NH:39]4)=[O:45])[CH2:19][CH2:20]3)=[CH:11][C:10]=2[O:21][CH3:22])=[N:6][CH:7]=1. The yield is 0.470. (4) The reactants are [C:1]1([C:7]2[N:16]=[CH:15][CH:14]=[CH:13][C:8]=2C(OC)=O)[CH:6]=[CH:5][CH:4]=[CH:3][CH:2]=1.[CH3:17][Mg+].[Br-].[C:20](O)(=O)[CH3:21]. The catalyst is C1COCC1.S(=O)(=O)(O)O. The product is [CH3:17][C:20]1([CH3:21])[C:8]2[C:7](=[N:16][CH:15]=[CH:14][CH:13]=2)[C:1]2[C:6]1=[CH:5][CH:4]=[CH:3][CH:2]=2. The yield is 0.318. (5) The reactants are [ClH:1].[C:2]([C:4]1[CH:5]=[C:6]([NH:10][C:11]2[C:20]3[C:15](=[CH:16][C:17]([O:25]C(=O)C)=[C:18]([O:21]C(=O)C)[CH:19]=3)[N:14]=[CH:13][N:12]=2)[CH:7]=[CH:8][CH:9]=1)#[CH:3].N. The catalyst is CO. The product is [ClH:1].[C:2]([C:4]1[CH:5]=[C:6]([NH:10][C:11]2[C:20]3[C:15](=[CH:16][C:17]([OH:25])=[C:18]([OH:21])[CH:19]=3)[N:14]=[CH:13][N:12]=2)[CH:7]=[CH:8][CH:9]=1)#[CH:3]. The yield is 0.930.